Dataset: Reaction yield outcomes from USPTO patents with 853,638 reactions. Task: Predict the reaction yield, written as a fraction of the theoretical maximum amount of product (1.0 means a 100% yield; for example, 0.34 means a 34% yield). (1) The reactants are [Cu][C:2]#[N:3].Br[C:5]1[C:6]([CH2:33][N:34]2[CH2:39][CH2:38][CH2:37][C@H:36]([NH:40][CH3:41])[CH2:35]2)=[C:7]([C:29]([F:32])([F:31])[F:30])[CH:8]=[C:9]2[C:14]=1[N:13]=[CH:12][N:11]([CH2:15][C:16]1[CH:21]=[C:20]([Cl:22])[CH:19]=[CH:18][C:17]=1[S:23]([CH2:26][CH3:27])(=[O:25])=[O:24])[C:10]2=[O:28].C(OCC)(=O)C. The catalyst is CN(C=O)C. The product is [Cl:22][C:20]1[CH:19]=[CH:18][C:17]([S:23]([CH2:26][CH3:27])(=[O:24])=[O:25])=[C:16]([CH2:15][N:11]2[C:10](=[O:28])[C:9]3[C:14](=[C:5]([C:2]#[N:3])[C:6]([CH2:33][N:34]4[CH2:39][CH2:38][CH2:37][C@H:36]([NH:40][CH3:41])[CH2:35]4)=[C:7]([C:29]([F:32])([F:30])[F:31])[CH:8]=3)[N:13]=[CH:12]2)[CH:21]=1. The yield is 0.200. (2) The reactants are [N+:1]([C:4]1[CH:9]=[C:8]([N+:10]([O-:12])=[O:11])[CH:7]=[CH:6][C:5]=1[NH:13][CH2:14][CH2:15][O:16][CH2:17][CH2:18][OH:19])([O-:3])=[O:2].[H-].[Na+].[CH2:22](Br)[C:23]#[CH:24].C1(C)C=CC=CC=1. The catalyst is CN(C=O)C.CCOC(C)=O. The product is [N+:1]([C:4]1[CH:9]=[C:8]([N+:10]([O-:12])=[O:11])[CH:7]=[CH:6][C:5]=1[NH:13][CH2:14][CH2:15][O:16][CH2:17][CH2:18][O:19][CH2:24][C:23]#[CH:22])([O-:3])=[O:2]. The yield is 0.450.